From a dataset of Reaction yield outcomes from USPTO patents with 853,638 reactions. Predict the reaction yield, written as a fraction of the theoretical maximum amount of product (1.0 means a 100% yield; for example, 0.34 means a 34% yield). The catalyst is O. The yield is 0.900. The reactants are [Cl:1][C:2]1[CH:7]=[CH:6][C:5]([CH2:8][N:9]2[CH2:14][CH2:13][N:12]([C:15]([O:17][C:18]([CH3:21])([CH3:20])[CH3:19])=[O:16])[CH2:11][CH2:10]2)=[C:4]([N:22]2[CH2:27][CH2:26][CH:25]([C:28]([O:30]CC)=[O:29])[CH2:24][CH2:23]2)[CH:3]=1.CO.[Li+].[OH-].Cl. The product is [C:18]([O:17][C:15]([N:12]1[CH2:11][CH2:10][N:9]([CH2:8][C:5]2[CH:6]=[CH:7][C:2]([Cl:1])=[CH:3][C:4]=2[N:22]2[CH2:23][CH2:24][CH:25]([C:28]([OH:30])=[O:29])[CH2:26][CH2:27]2)[CH2:14][CH2:13]1)=[O:16])([CH3:21])([CH3:19])[CH3:20].